This data is from Catalyst prediction with 721,799 reactions and 888 catalyst types from USPTO. The task is: Predict which catalyst facilitates the given reaction. Reactant: [CH3:1][C:2]([S:6][C:7]1[CH:12]=[CH:11][CH:10]=[CH:9][CH:8]=1)([CH3:5])[C:3]#[N:4].B.C1COCC1. Product: [CH3:5][C:2]([S:6][C:7]1[CH:12]=[CH:11][CH:10]=[CH:9][CH:8]=1)([CH3:1])[CH2:3][NH2:4]. The catalyst class is: 1.